This data is from Forward reaction prediction with 1.9M reactions from USPTO patents (1976-2016). The task is: Predict the product of the given reaction. Given the reactants C([O:4][C@@H:5]1[CH2:9][C:8](=O)[N:7]([C@@H:11]2[CH2:16][CH2:15][CH2:14][CH2:13][C@H:12]2[O:17][CH2:18][CH2:19][C:20]2[CH:25]=[CH:24][C:23]([O:26][CH3:27])=[C:22]([O:28][CH2:29][C:30]3[CH:35]=[CH:34][CH:33]=[CH:32][CH:31]=3)[CH:21]=2)[C:6]1=O)(=O)C.Cl, predict the reaction product. The product is: [CH2:29]([O:28][C:22]1[CH:21]=[C:20]([CH2:19][CH2:18][O:17][C@@H:12]2[CH2:13][CH2:14][CH2:15][CH2:16][C@H:11]2[N:7]2[CH2:8][CH2:9][C@@H:5]([OH:4])[CH2:6]2)[CH:25]=[CH:24][C:23]=1[O:26][CH3:27])[C:30]1[CH:31]=[CH:32][CH:33]=[CH:34][CH:35]=1.